From a dataset of Reaction yield outcomes from USPTO patents with 853,638 reactions. Predict the reaction yield, written as a fraction of the theoretical maximum amount of product (1.0 means a 100% yield; for example, 0.34 means a 34% yield). (1) The product is [CH:23]([NH:22][C:17]1[C:16]([CH2:26][CH3:27])=[CH:15][C:14]([CH2:13][C:8]2[CH:7]=[C:6]([CH2:28][CH3:29])[C:5]([NH:4][CH:1]([CH3:3])[CH3:2])=[C:10]([CH2:11][CH3:12])[CH:9]=2)=[CH:19][C:18]=1[CH2:20][CH3:21])([CH3:24])[CH3:25]. The yield is 0.700. The catalyst is [Pt].C(OCC)(=O)C. The reactants are [C:1](=[N:4][C:5]1[C:10]([CH2:11][CH3:12])=[CH:9][C:8]([CH2:13][C:14]2[CH:19]=[C:18]([CH2:20][CH3:21])[C:17]([N:22]=[C:23]([CH3:25])[CH3:24])=[C:16]([CH2:26][CH3:27])[CH:15]=2)=[CH:7][C:6]=1[CH2:28][CH3:29])([CH3:3])[CH3:2].C(O)C. (2) The reactants are [NH2:1][C:2]1[N:7]=[CH:6][N:5]=[C:4]2[N:8]([CH:12]([C:14]3[CH:21]=[C:20]([Cl:22])[C:17]([C:18]#[N:19])=[C:16]([CH:23]4[CH2:26][NH:25][CH2:24]4)[C:15]=3[O:27][CH3:28])[CH3:13])[N:9]=[C:10]([CH3:11])[C:3]=12.[C:29]([BH3-])#N.[Na+].C=O.C(O)(=O)C. The catalyst is CO. The product is [NH2:1][C:2]1[N:7]=[CH:6][N:5]=[C:4]2[N:8]([CH:12]([C:14]3[CH:21]=[C:20]([Cl:22])[C:17]([C:18]#[N:19])=[C:16]([CH:23]4[CH2:24][N:25]([CH3:29])[CH2:26]4)[C:15]=3[O:27][CH3:28])[CH3:13])[N:9]=[C:10]([CH3:11])[C:3]=12. The yield is 0.580. (3) The reactants are [CH:1]([C@@H:4]1[C:9](=[O:10])[N:8]([C:11]2[CH:16]=[C:15](SC)[C:14]([C:19]([O:21][CH3:22])=[O:20])=[CH:13][C:12]=2[N+:23]([O-:25])=[O:24])[CH2:7][CH2:6][N:5]1[C:26]([O:28][C:29]([CH3:32])([CH3:31])[CH3:30])=[O:27])([CH3:3])[CH3:2].[CH:33]1C=C(Cl)C=C(C(OO)=O)C=1.[O-:44][S:45]([O-:48])(=S)=O.[Na+].[Na+]. The catalyst is C(Cl)Cl. The product is [CH:1]([C@@H:4]1[C:9](=[O:10])[N:8]([C:11]2[CH:16]=[C:15]([S:45]([CH3:33])(=[O:48])=[O:44])[C:14]([C:19]([O:21][CH3:22])=[O:20])=[CH:13][C:12]=2[N+:23]([O-:25])=[O:24])[CH2:7][CH2:6][N:5]1[C:26]([O:28][C:29]([CH3:32])([CH3:30])[CH3:31])=[O:27])([CH3:3])[CH3:2]. The yield is 0.854. (4) The reactants are [N+:1]([C:4]1[CH:5]=[CH:6][C:7]([O:13][C:14]([F:17])([F:16])[F:15])=[C:8]([CH:12]=1)[C:9]([OH:11])=[O:10])([O-])=O.[H][H]. The catalyst is C(O)C.[Pd]. The product is [NH2:1][C:4]1[CH:5]=[CH:6][C:7]([O:13][C:14]([F:15])([F:16])[F:17])=[C:8]([CH:12]=1)[C:9]([OH:11])=[O:10]. The yield is 0.290. (5) The catalyst is C(#N)C. The product is [NH2:1][C:2]1[C:3]([C:8]2[CH:17]=[CH:16][C:11]([C:12]([O:14][CH3:15])=[O:13])=[C:10]([F:18])[CH:9]=2)=[N:4][C:5]([Br:26])=[CH:6][N:7]=1. The reactants are [NH2:1][C:2]1[C:3]([C:8]2[CH:17]=[CH:16][C:11]([C:12]([O:14][CH3:15])=[O:13])=[C:10]([F:18])[CH:9]=2)=[N:4][CH:5]=[CH:6][N:7]=1.C1C(=O)N([Br:26])C(=O)C1.C(=O)(O)[O-].[Na+]. The yield is 0.960. (6) The reactants are [C:1]([OH:18])(=O)[CH2:2][CH2:3][CH2:4][CH2:5][CH2:6][CH2:7][CH2:8][CH2:9][CH2:10][CH2:11][CH2:12][CH2:13][CH2:14][CH2:15][CH3:16].[CH3:19][C:20]1[N:21]=[C:22]([NH2:31])[S:23][C:24]=1[CH2:25][CH2:26][O:27][N+:28]([O-:30])=[O:29]. No catalyst specified. The product is [CH3:19][C:20]1[N:21]=[C:22]([NH:31][C:1](=[O:18])[CH2:2][CH2:3][CH2:4][CH2:5][CH2:6][CH2:7][CH2:8][CH2:9][CH2:10][CH2:11][CH2:12][CH2:13][CH2:14][CH2:15][CH3:16])[S:23][C:24]=1[CH2:25][CH2:26][O:27][N+:28]([O-:30])=[O:29]. The yield is 0.620. (7) The catalyst is [Pd].C(O)C. The product is [CH3:32][C:2]([CH3:1])([CH3:33])[CH2:3][C:4]([NH:6][C:7]1[C:8]([CH3:31])=[C:9]([CH3:30])[C:10]2[O:14][CH2:13][CH:12]([C:15]3[CH:16]=[C:17]([CH2:21][CH2:22][C:23]([O:25][CH2:26][CH3:27])=[O:24])[CH:18]=[CH:19][CH:20]=3)[C:11]=2[C:28]=1[CH3:29])=[O:5]. The reactants are [CH3:1][C:2]([CH3:33])([CH3:32])[CH2:3][C:4]([NH:6][C:7]1[C:8]([CH3:31])=[C:9]([CH3:30])[C:10]2[O:14][CH2:13][CH:12]([C:15]3[CH:16]=[C:17](/[CH:21]=[CH:22]/[C:23]([O:25][CH2:26][CH3:27])=[O:24])[CH:18]=[CH:19][CH:20]=3)[C:11]=2[C:28]=1[CH3:29])=[O:5].C(OCC)(=O)C. The yield is 0.810.